From a dataset of Full USPTO retrosynthesis dataset with 1.9M reactions from patents (1976-2016). Predict the reactants needed to synthesize the given product. (1) Given the product [C:1]([N:8]1[CH2:13][CH2:12][CH:11]([CH2:14][O:15][S:25]([CH3:28])(=[O:27])=[O:26])[CH2:10][CH2:9]1)([O:3][C:4]([CH3:7])([CH3:6])[CH3:5])=[O:2], predict the reactants needed to synthesize it. The reactants are: [C:1]([N:8]1[CH2:13][CH2:12][CH:11]([CH2:14][OH:15])[CH2:10][CH2:9]1)([O:3][C:4]([CH3:7])([CH3:6])[CH3:5])=[O:2].C(N(C(C)C)CC)(C)C.[S:25](Cl)([CH3:28])(=[O:27])=[O:26].O. (2) Given the product [C:40]([NH:39][C:37]1[N:38]=[C:33](/[CH:31]=[CH:4]/[C:3]([C:6]2[CH:7]=[CH:8][C:9]([NH:12][C:13]([C:15]3[C:16]([C:21]4[CH:22]=[CH:23][C:24]([C:27]([F:28])([F:29])[F:30])=[CH:25][CH:26]=4)=[CH:17][CH:18]=[CH:19][CH:20]=3)=[O:14])=[CH:10][CH:11]=2)=[O:5])[CH:34]=[CH:35][CH:36]=1)(=[O:42])[CH3:41], predict the reactants needed to synthesize it. The reactants are: [OH-].[Na+].[C:3]([C:6]1[CH:11]=[CH:10][C:9]([NH:12][C:13]([C:15]2[C:16]([C:21]3[CH:26]=[CH:25][C:24]([C:27]([F:30])([F:29])[F:28])=[CH:23][CH:22]=3)=[CH:17][CH:18]=[CH:19][CH:20]=2)=[O:14])=[CH:8][CH:7]=1)(=[O:5])[CH3:4].[CH:31]([C:33]1[N:38]=[C:37]([NH:39][C:40](=[O:42])[CH3:41])[CH:36]=[CH:35][CH:34]=1)=O.O. (3) Given the product [C@H:1]([N:5]([CH3:32])[C:6]1[C:7]([C:20]2[O:21][C:22]3[CH:28]=[CH:27][C:26]([F:29])=[CH:25][C:23]=3[CH:24]=2)=[N:8][C:9]2[C:14]([N:15]=1)=[CH:13][C:12]([C:16]([OH:18])=[O:17])=[CH:11][CH:10]=2)([CH2:3][CH3:4])[CH3:2], predict the reactants needed to synthesize it. The reactants are: [C@H:1]([NH:5][C:6]1[C:7]([C:20]2[O:21][C:22]3[CH:28]=[CH:27][C:26]([F:29])=[CH:25][C:23]=3[CH:24]=2)=[N:8][C:9]2[C:14]([N:15]=1)=[CH:13][C:12]([C:16]([O:18]C)=[O:17])=[CH:11][CH:10]=2)([CH2:3][CH3:4])[CH3:2].[H-].[Na+].[CH3:32]I. (4) Given the product [CH3:22][O:21][CH2:20][CH2:19][CH2:18][CH2:17][N:1]1[C:5]2[CH2:6][CH2:7][CH2:8][CH2:9][C:4]=2[N:3]=[CH:2]1, predict the reactants needed to synthesize it. The reactants are: [NH:1]1[C:5]2[CH2:6][CH2:7][CH2:8][CH2:9][C:4]=2[N:3]=[CH:2]1.[H-].[Na+].CS(O[CH2:17][CH2:18][CH2:19][CH2:20][O:21][CH3:22])(=O)=O. (5) The reactants are: C(OC([N:8]1[CH2:13][CH2:12][N:11]([C:14]([C:16]2[N:20]=[CH:19][N:18]([C:21]3[CH:26]=[CH:25][CH:24]=[CH:23][CH:22]=3)[N:17]=2)=[O:15])[C:10]([CH3:28])([CH3:27])[CH2:9]1)=O)(C)(C)C.[C:29]([OH:35])([C:31]([F:34])([F:33])[F:32])=[O:30]. Given the product [F:32][C:31]([F:34])([F:33])[C:29]([OH:35])=[O:30].[CH3:27][C:10]1([CH3:28])[CH2:9][NH:8][CH2:13][CH2:12][N:11]1[C:14]([C:16]1[N:20]=[CH:19][N:18]([C:21]2[CH:26]=[CH:25][CH:24]=[CH:23][CH:22]=2)[N:17]=1)=[O:15], predict the reactants needed to synthesize it. (6) Given the product [F:4][C:3]([F:6])([F:5])[C:1]([OH:7])=[O:2].[NH2:14][C@@H:15]([CH2:16][CH:17]1[CH2:18][CH2:19][CH2:20][CH2:21][CH2:22]1)[C:23]([NH:24][C@H:25]1[CH2:30][C@@H:29]2[C:31]([CH3:33])([CH3:32])[C@@:26]1([CH3:34])[CH2:27][CH2:28]2)=[O:35], predict the reactants needed to synthesize it. The reactants are: [C:1]([OH:7])([C:3]([F:6])([F:5])[F:4])=[O:2].C(OC(=O)[NH:14][C@H:15]([C:23](=[O:35])[NH:24][C@H:25]1[CH2:30][C@@H:29]2[C:31]([CH3:33])([CH3:32])[C@@:26]1([CH3:34])[CH2:27][CH2:28]2)[CH2:16][CH:17]1[CH2:22][CH2:21][CH2:20][CH2:19][CH2:18]1)(C)(C)C. (7) Given the product [C:24]([O:21]/[N:20]=[C:11]1/[C:10](=[CH:9][C:8]2[CH:7]=[CH:6][C:5]([S:2]([CH3:1])(=[O:4])=[O:3])=[CH:23][CH:22]=2)[C:19]2[C:14]([CH2:13][CH2:12]/1)=[CH:15][CH:16]=[CH:17][CH:18]=2)(=[O:26])[CH3:25], predict the reactants needed to synthesize it. The reactants are: [CH3:1][S:2]([C:5]1[CH:23]=[CH:22][C:8]([CH:9]=[C:10]2[C:19]3[C:14](=[CH:15][CH:16]=[CH:17][CH:18]=3)[CH2:13][CH2:12]/[C:11]/2=[N:20]\[OH:21])=[CH:7][CH:6]=1)(=[O:4])=[O:3].[C:24](Br)(=[O:26])[CH3:25].C(N(CC)CC)C. (8) Given the product [CH:23]([CH:22]1[CH2:21][CH2:20][CH:19]([CH3:26])[CH2:18][CH:17]1[O:16][C:14](=[O:15])[NH:3][C@:4]1([CH3:12])[CH2:9][CH2:8][C:7](=[O:10])[NH:6][C:5]1=[O:11])([CH3:24])[CH3:25], predict the reactants needed to synthesize it. The reactants are: O.Cl.[NH2:3][C:4]1([CH3:12])[CH2:9][CH2:8][C:7](=[O:10])[NH:6][C:5]1=[O:11].Cl[C:14]([O:16][CH:17]1[CH:22]([CH:23]([CH3:25])[CH3:24])[CH2:21][CH2:20][CH:19]([CH3:26])[CH2:18]1)=[O:15].C([O-])(O)=O.[Na+].CC#N. (9) Given the product [NH3:2].[NH:17]1[CH:18]=[C:21]([C:33]2[N:38]3[N:39]=[CH:40][N:41]=[C:37]3[C:36]([NH:42][C:43]3[CH:44]=[CH:45][C:46]([N:52]4[CH2:53][CH2:54][O:55][CH2:56][CH2:57]4)=[C:47]([CH:51]=3)[C:48]([NH2:50])=[O:49])=[N:35][CH:34]=2)[CH:30]=[N:29]1, predict the reactants needed to synthesize it. The reactants are: C[N:2]1CCN(C2C=CC(NC3C4[N:17]([N:29]=[CH:30]N=4)[C:18]([C:21]4C=C(C(N)=O)SC=4)=CN=3)=CC=2)CC1.Br[C:33]1[N:38]2[N:39]=[CH:40][N:41]=[C:37]2[C:36]([NH:42][C:43]2[CH:44]=[CH:45][C:46]([N:52]3[CH2:57][CH2:56][O:55][CH2:54][CH2:53]3)=[C:47]([CH:51]=2)[C:48]([NH2:50])=[O:49])=[N:35][CH:34]=1.CC1(C)C(C)(C)OB(C2C=NNC=2)O1. (10) Given the product [C:1]1([C:7]2[O:11][N:10]=[CH:9][C:8]=2/[CH:12]=[CH:13]/[C:14]([NH2:19])=[O:16])[CH:6]=[CH:5][CH:4]=[CH:3][CH:2]=1, predict the reactants needed to synthesize it. The reactants are: [C:1]1([C:7]2[O:11][N:10]=[CH:9][C:8]=2/[CH:12]=[CH:13]/[C:14]([OH:16])=O)[CH:6]=[CH:5][CH:4]=[CH:3][CH:2]=1.C([N:19](CC)CC)C.C(Cl)(=O)OCC.N.